Dataset: Retrosynthesis with 50K atom-mapped reactions and 10 reaction types from USPTO. Task: Predict the reactants needed to synthesize the given product. (1) Given the product Cc1c2cc(-n3ccc(OCc4nc(C(F)(F)F)cs4)cc3=O)ccc2nn1C, predict the reactants needed to synthesize it. The reactants are: Cc1c2cc(-n3ccc(O)cc3=O)ccc2nn1C.OCc1nc(C(F)(F)F)cs1. (2) Given the product CON(C)C(=O)C1CC1, predict the reactants needed to synthesize it. The reactants are: CNOC.O=C(Cl)C1CC1. (3) Given the product Cl[C@H]1CCN(Cc2ccccc2)C1, predict the reactants needed to synthesize it. The reactants are: ClC(Cl)(Cl)Cl.O[C@@H]1CCN(Cc2ccccc2)C1. (4) Given the product CCOC(=O)c1cccc(Cc2cc(Cl)ccc2OCc2ccc(Cl)cc2F)n1, predict the reactants needed to synthesize it. The reactants are: CCOC(=O)c1cccc(CCl)n1.OB(O)c1cc(Cl)ccc1OCc1ccc(Cl)cc1F.